From a dataset of Forward reaction prediction with 1.9M reactions from USPTO patents (1976-2016). Predict the product of the given reaction. Given the reactants [C:1]([O:5]C([N:8]1[CH:13]2[CH2:14][CH2:15][CH2:16][CH:9]1[CH2:10][N:11]([C:17]1[N:18]=[N:19][C:20]([C:23]3[CH:24]=[C:25]4[C:29](=[CH:30][CH:31]=3)[NH:28][CH:27]=[CH:26]4)=[CH:21][CH:22]=1)[CH2:12]2)=O)(C)(C)[CH3:2].[C:32]([OH:38])([C:34](F)(F)F)=[O:33].[OH-:39].[Na+], predict the reaction product. The product is: [C:32]([OH:38])(=[O:33])/[CH:34]=[CH:2]/[C:1]([OH:5])=[O:39].[NH:28]1[C:29]2[C:25](=[CH:24][C:23]([C:20]3[N:19]=[N:18][C:17]([N:11]4[CH2:12][CH:13]5[NH:8][CH:9]([CH2:16][CH2:15][CH2:14]5)[CH2:10]4)=[CH:22][CH:21]=3)=[CH:31][CH:30]=2)[CH:26]=[CH:27]1.